Task: Predict which catalyst facilitates the given reaction.. Dataset: Catalyst prediction with 721,799 reactions and 888 catalyst types from USPTO (1) Reactant: C1C2C(COC(=O)[NH:17][CH2:18][C@H:19]3[C:24](=[O:25])[NH:23][C@@H:22]([CH2:26][C:27]4[CH:36]=[CH:35][C:34]5[C:29](=[CH:30][CH:31]=[CH:32][CH:33]=5)[CH:28]=4)[C:21](=[O:37])[N:20]3[CH2:38][C:39]3[CH:44]=[CH:43][C:42]([C:45]4[CH:50]=[CH:49][CH:48]=[CH:47][CH:46]=4)=[CH:41][CH:40]=3)C3C(=CC=CC=3)C=2C=CC=1.NCCN(CCN)CCN. Product: [NH2:17][CH2:18][C@@H:19]1[N:20]([CH2:38][C:39]2[CH:40]=[CH:41][C:42]([C:45]3[CH:46]=[CH:47][CH:48]=[CH:49][CH:50]=3)=[CH:43][CH:44]=2)[C:21](=[O:37])[C@H:22]([CH2:26][C:27]2[CH:36]=[CH:35][C:34]3[C:29](=[CH:30][CH:31]=[CH:32][CH:33]=3)[CH:28]=2)[NH:23][C:24]1=[O:25]. The catalyst class is: 614. (2) Reactant: [C:1]([O:9][CH2:10][CH2:11][O:12][C:13]([O:15][C:16]([CH3:19])([CH3:18])[CH3:17])=[O:14])(=[O:8])[CH2:2][C:3]([O:5][CH2:6][CH3:7])=O.[H-].[Na+].Cl[CH2:23][C:24](Cl)=O.[NH:27]1[C:35]2[C:30](=[CH:31][CH:32]=[CH:33][N:34]=2)[C:29]([CH:36]=O)=[CH:28]1.[OH2:38]. Product: [NH:27]1[C:35]2=[N:34][CH:33]=[CH:32][CH:31]=[C:30]2[C:29]([CH:36]=[C:6]2[O:5][C:3]([C:35]3[NH:27][CH:28]=[CH:29][CH:30]=[CH:23][CH:24]=3)=[C:2]([C:1]([O:9][CH2:10][CH2:11][O:12][C:13]([O:15][C:16]([CH3:19])([CH3:18])[CH3:17])=[O:14])=[O:8])[C:7]2=[O:38])=[CH:28]1. The catalyst class is: 214. (3) Reactant: Br[CH2:2][C:3]1[CH:11]=[CH:10][C:6]([C:7]([OH:9])=[O:8])=[CH:5][N:4]=1.[CH3:12][NH:13][CH3:14]. Product: [NH3:4].[CH3:12][N:13]([CH2:2][C:3]1[CH:11]=[CH:10][C:6]([C:7]([OH:9])=[O:8])=[CH:5][N:4]=1)[CH3:14]. The catalyst class is: 14. (4) Reactant: O1CCCC1.[F:6][C:7]([F:17])=[C:8]([CH3:16])[CH2:9][CH2:10][CH2:11][C:12](OC)=[O:13].[BH4-].[Na+].CO. Product: [F:6][C:7]([F:17])=[C:8]([CH3:16])[CH2:9][CH2:10][CH2:11][CH2:12][OH:13]. The catalyst class is: 6. (5) Reactant: C1(N[C:8]([C:10]2[C:11]([NH:21][C:22]3[CH:27]=[CH:26][CH:25]=[CH:24][C:23]=3[Cl:28])=[N:12][C:13]3[C:18]([CH:19]=2)=[CH:17][CH:16]=[C:15]([OH:20])[CH:14]=3)=[O:9])C=CC=CC=1.[O:29]1CCOCC1. Product: [Cl:28][C:23]1[CH:24]=[CH:25][CH:26]=[CH:27][C:22]=1[NH:21][C:11]1[C:10]([C:8]([OH:29])=[O:9])=[CH:19][C:18]2[C:13](=[CH:14][C:15]([OH:20])=[CH:16][CH:17]=2)[N:12]=1. The catalyst class is: 33. (6) Reactant: [Br:1][C:2]1[C:17]([Cl:18])=[CH:16][C:5]([O:6][C:7]2[N:15]=[CH:14][CH:13]=[CH:12][C:8]=2[C:9]([OH:11])=O)=[C:4]([Cl:19])[CH:3]=1.C(N(C(C)C)C(C)C)C.[I-].ClC1C=CC=C[N+]=1C.[NH:38]1[C:47]2[C:42](=[CH:43][CH:44]=[CH:45][CH:46]=2)[CH2:41][CH2:40][CH2:39]1. Product: [Br:1][C:2]1[C:17]([Cl:18])=[CH:16][C:5]([O:6][C:7]2[C:8]([C:9]([N:38]3[C:47]4[C:42](=[CH:43][CH:44]=[CH:45][CH:46]=4)[CH2:41][CH2:40][CH2:39]3)=[O:11])=[CH:12][CH:13]=[CH:14][N:15]=2)=[C:4]([Cl:19])[CH:3]=1. The catalyst class is: 4.